From a dataset of Merck oncology drug combination screen with 23,052 pairs across 39 cell lines. Regression. Given two drug SMILES strings and cell line genomic features, predict the synergy score measuring deviation from expected non-interaction effect. Drug 1: CCN(CC)CCNC(=O)c1c(C)[nH]c(C=C2C(=O)Nc3ccc(F)cc32)c1C. Drug 2: CCc1c2c(nc3ccc(O)cc13)-c1cc3c(c(=O)n1C2)COC(=O)C3(O)CC. Cell line: UWB1289. Synergy scores: synergy=-4.80.